From a dataset of Catalyst prediction with 721,799 reactions and 888 catalyst types from USPTO. Predict which catalyst facilitates the given reaction. Reactant: I[C:2]1[CH:15]=[CH:14][C:5]([NH:6][C:7](=[O:13])[O:8][C:9]([CH3:12])([CH3:11])[CH3:10])=[C:4]([CH3:16])[CH:3]=1.C([Li])CCC.C([O:25][CH2:26][C:27]([F:30])([F:29])[F:28])(=O)C.Cl. Product: [CH3:16][C:4]1[CH:3]=[C:2]([C:26](=[O:25])[C:27]([F:30])([F:29])[F:28])[CH:15]=[CH:14][C:5]=1[NH:6][C:7](=[O:13])[O:8][C:9]([CH3:12])([CH3:11])[CH3:10]. The catalyst class is: 27.